From a dataset of Reaction yield outcomes from USPTO patents with 853,638 reactions. Predict the reaction yield, written as a fraction of the theoretical maximum amount of product (1.0 means a 100% yield; for example, 0.34 means a 34% yield). The reactants are [OH:1][C:2]1[CH:7]=[CH:6][NH:5][C:4](=[O:8])[CH:3]=1.[BrH:9].[Br:10]Br. The catalyst is O. The product is [Br:9][C:3]1[C:4](=[O:8])[NH:5][CH:6]=[C:7]([Br:10])[C:2]=1[OH:1]. The yield is 1.00.